From a dataset of NCI-60 drug combinations with 297,098 pairs across 59 cell lines. Regression. Given two drug SMILES strings and cell line genomic features, predict the synergy score measuring deviation from expected non-interaction effect. Drug 1: C1CCC(C1)C(CC#N)N2C=C(C=N2)C3=C4C=CNC4=NC=N3. Drug 2: CCN(CC)CCCC(C)NC1=C2C=C(C=CC2=NC3=C1C=CC(=C3)Cl)OC. Cell line: UACC-257. Synergy scores: CSS=18.5, Synergy_ZIP=5.07, Synergy_Bliss=10.6, Synergy_Loewe=5.55, Synergy_HSA=7.91.